This data is from Catalyst prediction with 721,799 reactions and 888 catalyst types from USPTO. The task is: Predict which catalyst facilitates the given reaction. (1) Reactant: [Cl:1][C:2]1[N:7]=[N:6][C:5]([C:8]([C:10]2[CH:15]=[CH:14][CH:13]=[CH:12][CH:11]=2)=O)=[C:4]([CH3:16])[C:3]=1[CH3:17].[CH2:18]([SH:21])[CH2:19][SH:20].B(F)(F)F.CCOCC. Product: [Cl:1][C:2]1[N:7]=[N:6][C:5]([C:8]2([C:10]3[CH:15]=[CH:14][CH:13]=[CH:12][CH:11]=3)[S:21][CH2:18][CH2:19][S:20]2)=[C:4]([CH3:16])[C:3]=1[CH3:17]. The catalyst class is: 2. (2) Reactant: [Cl:1][C:2]1[CH:11]=[CH:10][C:9]2[CH2:8][CH2:7]/[C:6](=[CH:12]\[N:13](C)C)/[C:5](=O)[C:4]=2[N:3]=1.[OH2:17].[NH2:18]N. Product: [Cl:1][C:2]1[CH:11]=[CH:10][C:9]2[CH2:8][CH2:7][C:6]3[C:12](=[O:17])[NH:13][NH:18][C:5]=3[C:4]=2[N:3]=1. The catalyst class is: 3. (3) The catalyst class is: 14. Reactant: [C:1]([O:5][C:6]([N:8]1[CH2:18][CH:17]2[CH2:19][CH:10]([C:11]3[CH:12]=[C:13]([NH2:25])[C:14]([NH:20][CH2:21][CH2:22][CH2:23][CH3:24])=[CH:15][C:16]=32)[CH2:9]1)=[O:7])([CH3:4])([CH3:3])[CH3:2].[CH3:26]C(O)=O.C(OC=C(C#N)C#N)C.CO.C(Cl)Cl. Product: [C:1]([O:5][C:6]([N:8]1[CH2:9][CH:10]2[CH2:19][CH:17]([C:16]3[CH:15]=[C:14]4[C:13](=[CH:12][C:11]=32)[N:25]=[CH:26][N:20]4[CH2:21][CH2:22][CH2:23][CH3:24])[CH2:18]1)=[O:7])([CH3:4])([CH3:3])[CH3:2]. (4) Reactant: [Br:1][C:2]1[CH:7]=[CH:6][CH:5]=[CH:4][C:3]=1[CH:8]1[CH2:14][NH:13][C:12](=[O:15])[CH2:11][C:10]2[CH:16]=[CH:17][C:18]([Cl:20])=[CH:19][C:9]1=2.C(=O)([O-])[O-].[Cs+].[Cs+].Br[CH2:28][C:29]([O:31][CH2:32][CH3:33])=[O:30].O. Product: [CH2:32]([O:31][C:29](=[O:30])[CH2:28][N:13]1[C:12](=[O:15])[CH2:11][C:10]2[CH:16]=[CH:17][C:18]([Cl:20])=[CH:19][C:9]=2[CH:8]([C:3]2[CH:4]=[CH:5][CH:6]=[CH:7][C:2]=2[Br:1])[CH2:14]1)[CH3:33]. The catalyst class is: 9. (5) Reactant: Br[C:2]1[N:7]=[N:6][C:5]([N:8]2[CH2:13][CH2:12][N:11]([C:14](=[N:26]C#N)[NH:15][C:16]3[CH:25]=[CH:24][CH:23]=[C:22]4[C:17]=3[CH:18]=[CH:19][CH:20]=[N:21]4)[CH:10]([CH:29]([CH3:31])[CH3:30])[CH2:9]2)=[CH:4][CH:3]=1.[CH:32]([N:35]([CH2:39]C)[CH:36](C)C)(C)C.Cl.C[NH:43][CH3:44].ClCCl.[C]=[O:49]. Product: [C:44]([N:21]1[C:22]2[C:17](=[C:16]([NH:15][C:14]([N:11]3[CH2:12][CH2:13][N:8]([C:5]4[N:6]=[N:7][C:2]([C:39]([N:35]([CH3:36])[CH3:32])=[O:49])=[CH:3][CH:4]=4)[CH2:9][CH:10]3[CH:29]([CH3:30])[CH3:31])=[NH:26])[CH:25]=[CH:24][CH:23]=2)[CH:18]=[CH:19][CH2:20]1)#[N:43]. The catalyst class is: 3. (6) Reactant: [Cl:1][C:2]1[C:14]([Cl:15])=[CH:13][CH:12]=[C:11]2[C:3]=1[C:4]1[CH2:5][CH2:6][CH:7]([F:35])[C:8]([C:31]([F:34])([F:33])[F:32])([O:26][Si](C)(C)C)[C:9]=1[N:10]2S(C1C=CC(C)=CC=1)(=O)=O.[OH-].[K+]. Product: [Cl:1][C:2]1[C:14]([Cl:15])=[CH:13][CH:12]=[C:11]2[C:3]=1[C:4]1[CH2:5][CH2:6][CH:7]([F:35])[C:8]([C:31]([F:33])([F:34])[F:32])([OH:26])[C:9]=1[NH:10]2. The catalyst class is: 20. (7) Reactant: [CH3:1][C:2]1([CH2:7][C:8]2[CH:9]=[C:10]([NH2:14])[CH:11]=[CH:12][CH:13]=2)[O:6][CH2:5][CH2:4][O:3]1.[CH2:15]([N:22]=[C:23]=[O:24])[C:16]1[CH:21]=[CH:20][CH:19]=[CH:18][CH:17]=1. Product: [CH2:15]([NH:22][C:23]([NH:14][C:10]1[CH:11]=[CH:12][CH:13]=[C:8]([CH2:7][C:2]2([CH3:1])[O:3][CH2:4][CH2:5][O:6]2)[CH:9]=1)=[O:24])[C:16]1[CH:21]=[CH:20][CH:19]=[CH:18][CH:17]=1. The catalyst class is: 7. (8) Reactant: [CH2:1]1[CH:5]2[CH:6]3[CH2:10][CH:9]=[CH:8][CH:7]3[CH:3]([CH2:4]2)[CH2:2]1.[CH:11]12[CH2:17][CH:14]([CH2:15][CH2:16]1)[CH:13]=[CH:12]2.[CH2:18]([Al](CC(C)C)CC(C)C)[CH:19](C)C.C=C. Product: [CH2:2]1[CH:3]2[CH:7]3[CH2:8][CH:9]=[CH:10][CH:6]3[CH:5]([CH2:4]2)[CH2:1]1.[CH:11]12[CH2:17][CH:14]([CH2:15][CH2:16]1)[CH:13]=[CH:12]2.[CH2:18]=[CH2:19]. The catalyst class is: 442.